From a dataset of NCI-60 drug combinations with 297,098 pairs across 59 cell lines. Regression. Given two drug SMILES strings and cell line genomic features, predict the synergy score measuring deviation from expected non-interaction effect. Drug 1: CNC(=O)C1=CC=CC=C1SC2=CC3=C(C=C2)C(=NN3)C=CC4=CC=CC=N4. Synergy scores: CSS=7.63, Synergy_ZIP=-2.49, Synergy_Bliss=-0.850, Synergy_Loewe=-3.72, Synergy_HSA=0.386. Cell line: SN12C. Drug 2: C(CCl)NC(=O)N(CCCl)N=O.